From a dataset of Peptide-MHC class I binding affinity with 185,985 pairs from IEDB/IMGT. Regression. Given a peptide amino acid sequence and an MHC pseudo amino acid sequence, predict their binding affinity value. This is MHC class I binding data. (1) The peptide sequence is LLRRRPYPL. The MHC is HLA-B07:02 with pseudo-sequence HLA-B07:02. The binding affinity (normalized) is 0.508. (2) The peptide sequence is RRIFDLIEL. The MHC is HLA-B14:02 with pseudo-sequence HLA-B14:02. The binding affinity (normalized) is 0.0847. (3) The peptide sequence is KIEEIEKVEK. The MHC is HLA-A03:01 with pseudo-sequence HLA-A03:01. The binding affinity (normalized) is 0.323. (4) The peptide sequence is NIIKNKKSI. The MHC is HLA-A02:02 with pseudo-sequence HLA-A02:02. The binding affinity (normalized) is 0. (5) The peptide sequence is AEILPDTTY. The MHC is HLA-B40:01 with pseudo-sequence HLA-B40:01. The binding affinity (normalized) is 0.196. (6) The peptide sequence is AVSHLTTLA. The MHC is HLA-B15:01 with pseudo-sequence HLA-B15:01. The binding affinity (normalized) is 0. (7) The peptide sequence is RKLLFNIL. The MHC is H-2-Kb with pseudo-sequence H-2-Kb. The binding affinity (normalized) is 0.206.